This data is from NCI-60 drug combinations with 297,098 pairs across 59 cell lines. The task is: Regression. Given two drug SMILES strings and cell line genomic features, predict the synergy score measuring deviation from expected non-interaction effect. (1) Drug 1: C1=CC(=CC=C1CCCC(=O)O)N(CCCl)CCCl. Drug 2: C#CCC(CC1=CN=C2C(=N1)C(=NC(=N2)N)N)C3=CC=C(C=C3)C(=O)NC(CCC(=O)O)C(=O)O. Cell line: MDA-MB-231. Synergy scores: CSS=17.8, Synergy_ZIP=-4.85, Synergy_Bliss=-7.76, Synergy_Loewe=-8.13, Synergy_HSA=-8.13. (2) Drug 1: C1=CC(=CC=C1CC(C(=O)O)N)N(CCCl)CCCl.Cl. Drug 2: C1CNP(=O)(OC1)N(CCCl)CCCl. Cell line: SN12C. Synergy scores: CSS=4.33, Synergy_ZIP=-4.56, Synergy_Bliss=2.31, Synergy_Loewe=-4.56, Synergy_HSA=-0.0108. (3) Drug 1: C1=C(C(=O)NC(=O)N1)F. Drug 2: CN(C)C1=NC(=NC(=N1)N(C)C)N(C)C. Cell line: OVCAR-4. Synergy scores: CSS=49.4, Synergy_ZIP=7.98, Synergy_Bliss=10.7, Synergy_Loewe=-1.85, Synergy_HSA=8.55.